Predict which catalyst facilitates the given reaction. From a dataset of Catalyst prediction with 721,799 reactions and 888 catalyst types from USPTO. Reactant: C([O:8][C:9]1[CH:14]=[CH:13][C:12]([N:15]([C:20]2[C:39]([CH:40]3[CH2:42][CH2:41]3)=[CH:38][C:23]3[C:24]([C:34]([NH:36][CH3:37])=[O:35])=[C:25]([C:27]4[CH:32]=[CH:31][C:30]([Cl:33])=[CH:29][CH:28]=4)[O:26][C:22]=3[CH:21]=2)[S:16]([CH3:19])(=[O:18])=[O:17])=[CH:11][C:10]=1[F:43])C1C=CC=CC=1. Product: [Cl:33][C:30]1[CH:31]=[CH:32][C:27]([C:25]2[O:26][C:22]3[CH:21]=[C:20]([N:15]([C:12]4[CH:13]=[CH:14][C:9]([OH:8])=[C:10]([F:43])[CH:11]=4)[S:16]([CH3:19])(=[O:18])=[O:17])[C:39]([CH:40]4[CH2:41][CH2:42]4)=[CH:38][C:23]=3[C:24]=2[C:34]([NH:36][CH3:37])=[O:35])=[CH:28][CH:29]=1. The catalyst class is: 604.